Dataset: Forward reaction prediction with 1.9M reactions from USPTO patents (1976-2016). Task: Predict the product of the given reaction. (1) Given the reactants Cl[C:2]1[N:7]=[N:6][C:5]([N:8]2[CH2:13][CH2:12][C:11]3([CH2:18][CH2:17][N:16]([CH:19]4[CH2:22][CH2:21][CH2:20]4)[CH2:15][CH2:14]3)[CH2:10][CH2:9]2)=[CH:4][CH:3]=1.[N:23]1[CH:28]=[C:27](B(O)O)[CH:26]=[N:25][CH:24]=1.C([O-])([O-])=O.[Na+].[Na+], predict the reaction product. The product is: [CH:19]1([N:16]2[CH2:17][CH2:18][C:11]3([CH2:12][CH2:13][N:8]([C:5]4[N:6]=[N:7][C:2]([C:27]5[CH:28]=[N:23][CH:24]=[N:25][CH:26]=5)=[CH:3][CH:4]=4)[CH2:9][CH2:10]3)[CH2:14][CH2:15]2)[CH2:22][CH2:21][CH2:20]1. (2) Given the reactants [CH2:1]([C@@:4]1([CH3:31])[CH2:9][C@H:8]([C:10]2[CH:15]=[CH:14][CH:13]=[C:12]([Cl:16])[CH:11]=2)[C@@H:7]([C:17]2[CH:22]=[CH:21][C:20]([Cl:23])=[CH:19][CH:18]=2)[N:6]([C@@H:24]([CH:27]2[CH2:29][CH2:28]2)[CH2:25]O)[C:5]1=[O:30])[CH:2]=[CH2:3].[CH3:32][N:33]([CH3:38])[S:34]([NH2:37])(=[O:36])=[O:35], predict the reaction product. The product is: [Cl:16][C:12]1[CH:11]=[C:10]([C@@H:8]2[C@@H:7]([C:17]3[CH:18]=[CH:19][C:20]([Cl:23])=[CH:21][CH:22]=3)[N:6]([C@@H:24]([CH:27]3[CH2:29][CH2:28]3)[CH2:25][NH:37][S:34](=[O:36])(=[O:35])[N:33]([CH3:38])[CH3:32])[C:5](=[O:30])[C@@:4]([CH3:31])([CH2:1][CH:2]=[CH2:3])[CH2:9]2)[CH:15]=[CH:14][CH:13]=1. (3) The product is: [Br:1][C:2]1[CH:7]=[CH:6][C:5]([F:8])=[CH:4][C:3]=1[CH2:9][C:10]1[S:57][C:13]([C:15]2[CH:46]=[C:18]3[N:19]=[C:20]([CH3:45])[C:21]([C@H:34]([O:40][C:41]([CH3:44])([CH3:43])[CH3:42])[C:35]([O:37][CH2:38][CH3:39])=[O:36])=[C:22]([N:23]4[CH2:28][CH2:27][C:26]([CH2:30][CH2:31][CH:32]=[CH2:33])([CH3:29])[CH2:25][CH2:24]4)[N:17]3[N:16]=2)=[N:12][CH:11]=1. Given the reactants [Br:1][C:2]1[CH:7]=[CH:6][C:5]([F:8])=[CH:4][C:3]=1[CH2:9][C:10](=O)[CH2:11][NH:12][C:13]([C:15]1[CH:46]=[C:18]2[N:19]=[C:20]([CH3:45])[C:21]([C@H:34]([O:40][C:41]([CH3:44])([CH3:43])[CH3:42])[C:35]([O:37][CH2:38][CH3:39])=[O:36])=[C:22]([N:23]3[CH2:28][CH2:27][C:26]([CH2:30][CH2:31][CH:32]=[CH2:33])([CH3:29])[CH2:25][CH2:24]3)[N:17]2[N:16]=1)=O.COC1C=CC(P2(SP(C3C=CC(OC)=CC=3)(=S)S2)=[S:57])=CC=1, predict the reaction product. (4) Given the reactants CS(OC[CH2:7][C:8]1[CH:13]=[CH:12][CH:11]=[C:10]([C:14]2[N:18]=[C:17]([C:19]3[CH:24]=[CH:23][C:22]([C:25]4[CH:30]=[CH:29][CH:28]=[CH:27][C:26]=4[CH3:31])=[C:21]([CH2:32][O:33][CH3:34])[CH:20]=3)[O:16][N:15]=2)[CH:9]=1)(=O)=O.[C:35](=O)([O-])[O-].[K+].[K+].Cl.[CH3:42][NH:43][CH2:44][C:45]([O:47][C:48]([CH3:51])([CH3:50])[CH3:49])=[O:46], predict the reaction product. The product is: [CH3:34][O:33][CH2:32][C:21]1[CH:20]=[C:19]([C:17]2[O:16][N:15]=[C:14]([C:10]3[CH:9]=[C:8]([CH2:7][CH2:42][N:43]([CH3:35])[CH2:44][C:45]([O:47][C:48]([CH3:51])([CH3:50])[CH3:49])=[O:46])[CH:13]=[CH:12][CH:11]=3)[N:18]=2)[CH:24]=[CH:23][C:22]=1[C:25]1[CH:30]=[CH:29][CH:28]=[CH:27][C:26]=1[CH3:31]. (5) Given the reactants [NH2:1][C:2]1[C:3]([OH:12])=[CH:4][C:5]2[C:10]([CH:11]=1)=[CH:9][CH:8]=[CH:7][CH:6]=2.C(=O)(O)[O-].[Na+].[C:18](Cl)(=[O:20])[CH3:19], predict the reaction product. The product is: [OH:12][C:3]1[C:2]([NH:1][C:18](=[O:20])[CH3:19])=[CH:11][C:10]2[C:5]([CH:4]=1)=[CH:6][CH:7]=[CH:8][CH:9]=2. (6) Given the reactants [C:1]12([C:11]3[C:19]4[O:18][C:17]([NH2:20])=[N:16][C:15]=4[CH:14]=[C:13]([C:21]4[N:26]=[CH:25][C:24]([CH:27]=[C:28]5[S:32][C:31](=[O:33])[NH:30][C:29]5=[O:34])=[CH:23][CH:22]=4)[CH:12]=3)[CH2:10][CH:5]3[CH2:6][CH:7]([CH2:9][CH:3]([CH2:4]3)[CH2:2]1)[CH2:8]2.N1C=CC=CC=1.[C:41](OC(=O)C)(=[O:43])[CH3:42].CCCCCC, predict the reaction product. The product is: [C:1]12([C:11]3[C:19]4[O:18][C:17]([NH:20][C:41](=[O:43])[CH3:42])=[N:16][C:15]=4[CH:14]=[C:13]([C:21]4[CH:22]=[CH:23][C:24]([CH:27]=[C:28]5[S:32][C:31](=[O:33])[NH:30][C:29]5=[O:34])=[CH:25][N:26]=4)[CH:12]=3)[CH2:2][CH:3]3[CH2:9][CH:7]([CH2:6][CH:5]([CH2:4]3)[CH2:10]1)[CH2:8]2. (7) Given the reactants [CH3:1][C:2]1([CH3:16])[C:10]2[CH2:9][CH2:8][C:7](=O)[C:6](=O)[C:5]=2[C:4]([CH3:14])([CH3:13])[CH:3]1[CH3:15].CC1(C)C2CCCC(=O)C=2C(C)(C)C1C.[C:32]([NH2:35])(=[S:34])[CH3:33], predict the reaction product. The product is: [CH3:33][C:32]1[S:34][C:7]2[CH2:8][CH2:9][C:10]3[C:2]([CH3:16])([CH3:1])[CH:3]([CH3:15])[C:4]([CH3:14])([CH3:13])[C:5]=3[C:6]=2[N:35]=1. (8) Given the reactants [N+:1]([C:4]1[CH:12]=[CH:11][C:10]([C:13](O)=[O:14])=[C:9]2[C:5]=1[CH:6]=[C:7]([C:16]1[CH:21]=[CH:20][CH:19]=[CH:18][CH:17]=1)[NH:8]2)([O-:3])=[O:2].C[N:23]1CCOCC1.ClC(OCC(C)C)=O, predict the reaction product. The product is: [N+:1]([C:4]1[CH:12]=[CH:11][C:10]([C:13]([NH2:23])=[O:14])=[C:9]2[C:5]=1[CH:6]=[C:7]([C:16]1[CH:21]=[CH:20][CH:19]=[CH:18][CH:17]=1)[NH:8]2)([O-:3])=[O:2]. (9) Given the reactants N[C:2]1[CH:7]=[C:6]([CH3:8])[CH:5]=[C:4]([CH3:9])[N:3]=1.[Br:10]Br.N([O-])=O.[Na+].[OH-].[Na+], predict the reaction product. The product is: [CH3:9][C:4]1[CH:5]=[C:6]([CH3:8])[CH:7]=[C:2]([Br:10])[N:3]=1.